This data is from NCI-60 drug combinations with 297,098 pairs across 59 cell lines. The task is: Regression. Given two drug SMILES strings and cell line genomic features, predict the synergy score measuring deviation from expected non-interaction effect. (1) Drug 1: C1=CC(=CC=C1CC(C(=O)O)N)N(CCCl)CCCl.Cl. Drug 2: CCC1(CC2CC(C3=C(CCN(C2)C1)C4=CC=CC=C4N3)(C5=C(C=C6C(=C5)C78CCN9C7C(C=CC9)(C(C(C8N6C=O)(C(=O)OC)O)OC(=O)C)CC)OC)C(=O)OC)O.OS(=O)(=O)O. Cell line: SK-OV-3. Synergy scores: CSS=11.7, Synergy_ZIP=-2.09, Synergy_Bliss=-0.639, Synergy_Loewe=-1.42, Synergy_HSA=-1.44. (2) Drug 1: CCCCC(=O)OCC(=O)C1(CC(C2=C(C1)C(=C3C(=C2O)C(=O)C4=C(C3=O)C=CC=C4OC)O)OC5CC(C(C(O5)C)O)NC(=O)C(F)(F)F)O. Drug 2: C1CN(CCN1C(=O)CCBr)C(=O)CCBr. Cell line: A549. Synergy scores: CSS=48.2, Synergy_ZIP=-10.2, Synergy_Bliss=-12.6, Synergy_Loewe=-21.9, Synergy_HSA=-8.19. (3) Drug 1: C1=C(C(=O)NC(=O)N1)F. Drug 2: CN(C(=O)NC(C=O)C(C(C(CO)O)O)O)N=O. Cell line: K-562. Synergy scores: CSS=47.1, Synergy_ZIP=-10.1, Synergy_Bliss=-20.4, Synergy_Loewe=-21.7, Synergy_HSA=-16.0. (4) Drug 1: C1=NC2=C(N=C(N=C2N1C3C(C(C(O3)CO)O)F)Cl)N. Drug 2: C1CN(P(=O)(OC1)NCCCl)CCCl. Cell line: DU-145. Synergy scores: CSS=2.83, Synergy_ZIP=-1.11, Synergy_Bliss=-2.25, Synergy_Loewe=0.186, Synergy_HSA=-3.83. (5) Drug 1: CC(C1=C(C=CC(=C1Cl)F)Cl)OC2=C(N=CC(=C2)C3=CN(N=C3)C4CCNCC4)N. Drug 2: C1C(C(OC1N2C=NC3=C(N=C(N=C32)Cl)N)CO)O. Cell line: SN12C. Synergy scores: CSS=17.9, Synergy_ZIP=-7.69, Synergy_Bliss=-0.645, Synergy_Loewe=-1.40, Synergy_HSA=-1.21. (6) Drug 1: C1=CC(=CC=C1CCCC(=O)O)N(CCCl)CCCl. Drug 2: C1CC(C1)(C(=O)O)C(=O)O.[NH2-].[NH2-].[Pt+2]. Cell line: T-47D. Synergy scores: CSS=24.7, Synergy_ZIP=-8.20, Synergy_Bliss=-4.53, Synergy_Loewe=-5.91, Synergy_HSA=-2.59. (7) Drug 1: CN1C2=C(C=C(C=C2)N(CCCl)CCCl)N=C1CCCC(=O)O.Cl. Drug 2: C1CN(P(=O)(OC1)NCCCl)CCCl. Cell line: SK-MEL-28. Synergy scores: CSS=-0.162, Synergy_ZIP=2.09, Synergy_Bliss=4.40, Synergy_Loewe=-33.6, Synergy_HSA=-0.283.